Task: Predict the reactants needed to synthesize the given product.. Dataset: Full USPTO retrosynthesis dataset with 1.9M reactions from patents (1976-2016) (1) Given the product [F:42][C:40]1[CH:41]=[CH:36][C:37]([F:43])=[CH:38][C:39]=1[C@H:9]1[CH2:10][CH2:11][CH2:12][N:8]1[C:6]([O:5][C:1]([CH3:4])([CH3:2])[CH3:3])=[O:7], predict the reactants needed to synthesize it. The reactants are: [C:1]([O:5][C:6]([N:8]1[CH2:12][CH2:11][CH2:10][CH2:9]1)=[O:7])([CH3:4])([CH3:3])[CH3:2].C1C[C@H]2N(C[C@H]3[C@@H]4CCCCN4C[C@@H]2C3)CC1.[Li]C(CC)C.Br[C:36]1[CH:41]=[C:40]([F:42])[CH:39]=[CH:38][C:37]=1[F:43].[NH4+].[OH-]. (2) Given the product [ClH:1].[C:31]([C:34]1[CH:35]=[C:36]([NH:40][C:41]([NH:21][C@H:20]2[C@H:16]([NH:15][CH:12]3[CH2:11][CH2:10][CH:9]([CH2:8][C:7]4[CH:6]=[CH:5][C:4]([F:3])=[CH:23][CH:22]=4)[CH2:14][CH2:13]3)[CH2:17][O:18][CH2:19]2)=[O:42])[CH:37]=[CH:38][CH:39]=1)(=[O:33])[CH3:32], predict the reactants needed to synthesize it. The reactants are: [ClH:1].Cl.[F:3][C:4]1[CH:23]=[CH:22][C:7]([CH2:8][CH:9]2[CH2:14][CH2:13][CH:12]([NH:15][C@H:16]3[C@H:20]([NH2:21])[CH2:19][O:18][CH2:17]3)[CH2:11][CH2:10]2)=[CH:6][CH:5]=1.C(N(CC)CC)C.[C:31]([C:34]1[CH:35]=[C:36]([N:40]=[C:41]=[O:42])[CH:37]=[CH:38][CH:39]=1)(=[O:33])[CH3:32]. (3) Given the product [OH:6][CH2:5][NH:39][C:37]([C:14]1[CH:13]=[C:12]([CH3:11])[C:17]([CH:18]([C:28]2[C:33]([F:34])=[CH:32][CH:31]=[C:30]([F:35])[C:29]=2[F:36])[S:19]([CH2:22][CH2:23][C:24]([F:27])([F:25])[F:26])(=[O:20])=[O:21])=[CH:16][N:15]=1)=[O:38], predict the reactants needed to synthesize it. The reactants are: C=O.[OH-].[Na+].[CH3:5][O:6]CCOC.[CH3:11][C:12]1[C:17]([CH:18]([C:28]2[C:33]([F:34])=[CH:32][CH:31]=[C:30]([F:35])[C:29]=2[F:36])[S:19]([CH2:22][CH2:23][C:24]([F:27])([F:26])[F:25])(=[O:21])=[O:20])=[CH:16][N:15]=[C:14]([C:37]([NH2:39])=[O:38])[CH:13]=1. (4) Given the product [CH3:22][C:21]1[C:16]([N:13]2[CH2:14][CH2:15][N:10]([C:8]([C:5]3[N:6]=[N:7][C:2]([N:25]4[CH2:26][CH2:27][CH2:28][S:24]4(=[O:30])=[O:29])=[CH:3][CH:4]=3)=[O:9])[CH2:11][CH2:12]2)=[N:17][CH:18]=[C:19]([CH3:23])[CH:20]=1, predict the reactants needed to synthesize it. The reactants are: Cl[C:2]1[N:7]=[N:6][C:5]([C:8]([N:10]2[CH2:15][CH2:14][N:13]([C:16]3[C:21]([CH3:22])=[CH:20][C:19]([CH3:23])=[CH:18][N:17]=3)[CH2:12][CH2:11]2)=[O:9])=[CH:4][CH:3]=1.[S:24]1(=[O:30])(=[O:29])[CH2:28][CH2:27][CH2:26][NH:25]1. (5) Given the product [NH2:1][C:2]1[N:3]=[CH:4][C:5]([C:18]2[CH:23]=[CH:22][C:21]([C:24]([N:26]3[CH2:27][CH2:28][CH:55]([N:57]([CH3:62])[CH3:58])[CH2:30][CH2:31]3)=[O:25])=[CH:20][CH:19]=2)=[N:6][C:7]=1[C:8]1[NH:12][C:11]2[CH:13]=[C:14]([CH3:17])[CH:15]=[CH:16][C:10]=2[N:9]=1, predict the reactants needed to synthesize it. The reactants are: [NH2:1][C:2]1[N:3]=[CH:4][C:5]([C:18]2[CH:23]=[CH:22][C:21]([C:24]([N:26]3[CH2:31][CH2:30]N[CH2:28][CH2:27]3)=[O:25])=[CH:20][CH:19]=2)=[N:6][C:7]=1[C:8]1[NH:12][C:11]2[CH:13]=[C:14]([CH3:17])[CH:15]=[CH:16][C:10]=2[N:9]=1.NC1N=CC(C2C=CC([C:55]([N:57]3[CH2:62][CH2:58][N:57]([CH3:62])[CH2:55][CH2:58]3)=O)=CC=2)=NC=1C1NC2C=C(C)C=CC=2N=1.NC1N=CC(C2C=CC(C(N3CCCN(C)CC3)=O)=CC=2)=NC=1C1NC2C=C(C)C=CC=2N=1. (6) Given the product [CH3:26][O:21][C:19](=[O:20])[CH2:18][C:13]1[C:12]2[C:31](=[CH:17][C:9]([O:8][CH2:1][C:2]3[CH:3]=[CH:4][CH:5]=[CH:6][CH:7]=3)=[CH:10][CH:11]=2)[N:32]([CH3:35])[CH:33]=1, predict the reactants needed to synthesize it. The reactants are: [CH2:1]([O:8][C:9]1[CH:17]=C2[C:12]([C:13]([CH2:18][C:19]([OH:21])=[O:20])=CN2)=[CH:11][CH:10]=1)[C:2]1[CH:7]=[CH:6][CH:5]=[CH:4][CH:3]=1.[H-].[Na+].CI.[C:26]([O-])(=O)C.[NH4+].[CH3:31][N:32]([CH3:35])[CH:33]=O. (7) Given the product [F:22][C:16]([F:23])([C:15]([F:25])([F:24])[F:14])[C:17](=[O:18])[CH2:2][C:1]([C:4]1[CH:13]=[CH:12][C:11]2[C:6](=[CH:7][CH:8]=[CH:9][CH:10]=2)[CH:5]=1)=[O:3], predict the reactants needed to synthesize it. The reactants are: [C:1]([C:4]1[CH:13]=[CH:12][C:11]2[C:6](=[CH:7][CH:8]=[CH:9][CH:10]=2)[CH:5]=1)(=[O:3])[CH3:2].[F:14][C:15]([F:25])([F:24])[C:16]([F:23])([F:22])[C:17](OCC)=[O:18]. (8) Given the product [C:49]([OH:52])(=[O:51])[CH3:50].[NH2:1][C:2]1[N:6]([CH3:7])[C:5](=[O:8])[C:4]([C:19]2[CH:24]=[CH:23][CH:22]=[C:21]([C:32]3[CH:31]=[N:30][CH:29]=[C:28]([O:27][CH3:26])[CH:33]=3)[CH:20]=2)([C:9]2[CH:14]=[CH:13][C:12]([Si:15]([CH3:18])([CH3:17])[CH3:16])=[CH:11][CH:10]=2)[N:3]=1, predict the reactants needed to synthesize it. The reactants are: [NH2:1][C:2]1[N:6]([CH3:7])[C:5](=[O:8])[C:4]([C:19]2[CH:24]=[CH:23][CH:22]=[C:21](Br)[CH:20]=2)([C:9]2[CH:14]=[CH:13][C:12]([Si:15]([CH3:18])([CH3:17])[CH3:16])=[CH:11][CH:10]=2)[N:3]=1.[CH3:26][O:27][C:28]1[CH:29]=[N:30][CH:31]=[C:32](B2OC(C)(C)C(C)(C)O2)[CH:33]=1.C(=O)([O-])[O-].[K+].[K+].[C:49]([OH:52])(=[O:51])[CH3:50]. (9) The reactants are: [NH:1]([C:3]1[CH:8]=[C:7]([C:9]#[N:10])[CH:6]=[CH:5][N:4]=1)[NH2:2].[Cl:11][C:12]1[CH:17]=[CH:16][CH:15]=[CH:14][C:13]=1[C:18](=O)[CH2:19][C:20](OCC)=[O:21]. Given the product [Cl:11][C:12]1[CH:17]=[CH:16][CH:15]=[CH:14][C:13]=1[C:18]1[CH:19]=[C:20]([OH:21])[N:1]([C:3]2[CH:8]=[C:7]([C:9]#[N:10])[CH:6]=[CH:5][N:4]=2)[N:2]=1, predict the reactants needed to synthesize it. (10) Given the product [C:12]([O:16][C:17]([N:19]1[CH2:25][CH2:24][CH2:23][CH:20]1[CH2:21][O:1][C:2]1[CH:7]=[CH:6][C:5]([C:8]([O:10][CH3:11])=[O:9])=[CH:4][N:3]=1)=[O:18])([CH3:15])([CH3:13])[CH3:14], predict the reactants needed to synthesize it. The reactants are: [OH:1][C:2]1[CH:7]=[CH:6][C:5]([C:8]([O:10][CH3:11])=[O:9])=[CH:4][N:3]=1.[C:12]([O:16][C:17]([N:19]1[CH2:25][CH2:24][CH2:23][C@H:20]1[CH2:21]O)=[O:18])([CH3:15])([CH3:14])[CH3:13].C1C=CC(P(C2C=CC=CC=2)C2C=CC=CC=2)=CC=1.CC(OC(/N=N/C(OC(C)C)=O)=O)C.